From a dataset of Catalyst prediction with 721,799 reactions and 888 catalyst types from USPTO. Predict which catalyst facilitates the given reaction. (1) Reactant: [NH:1]=[C:2](OC)[CH2:3][C:4]1[CH:9]=[CH:8][N:7]=[C:6]([N:10]2[CH2:15][CH2:14][N:13]([C:16]([O:18][CH2:19][C:20]3[CH:25]=[CH:24][CH:23]=[CH:22][CH:21]=3)=[O:17])[CH2:12][CH2:11]2)[CH:5]=1.[CH3:28][NH:29][NH:30][C:31]([C:33]1[O:37][N:36]=[C:35]([C:38]2[CH:43]=[CH:42][C:41]([O:44][C:45]([F:48])([F:47])[F:46])=[CH:40][CH:39]=2)[N:34]=1)=O. Product: [CH3:28][N:29]1[C:2]([CH2:3][C:4]2[CH:9]=[CH:8][N:7]=[C:6]([N:10]3[CH2:11][CH2:12][N:13]([C:16]([O:18][CH2:19][C:20]4[CH:21]=[CH:22][CH:23]=[CH:24][CH:25]=4)=[O:17])[CH2:14][CH2:15]3)[CH:5]=2)=[N:1][C:31]([C:33]2[O:37][N:36]=[C:35]([C:38]3[CH:39]=[CH:40][C:41]([O:44][C:45]([F:48])([F:46])[F:47])=[CH:42][CH:43]=3)[N:34]=2)=[N:30]1. The catalyst class is: 5. (2) The catalyst class is: 207. Product: [F:36][C:35]([F:38])([F:37])[C:33]1[CH:32]=[C:5]([CH:4]=[C:3]([C:2]([F:39])([F:1])[F:40])[CH:34]=1)[CH2:6][N:7]([CH2:13][C:14]1[C:15]([N:24]([CH2:28][CH:29]2[CH2:30][CH2:31]2)[CH2:25][CH2:26][CH3:27])=[N:16][C:17]2[C:22]([CH:23]=1)=[CH:21][CH:20]=[CH:19][CH:18]=2)[C:8]1[N:9]=[N:10][N:11]([CH2:42][C:43]([CH3:49])([CH3:48])[C:44]([O:46][CH3:47])=[O:45])[N:12]=1. Reactant: [F:1][C:2]([F:40])([F:39])[C:3]1[CH:4]=[C:5]([CH:32]=[C:33]([C:35]([F:38])([F:37])[F:36])[CH:34]=1)[CH2:6][N:7]([CH2:13][C:14]1[C:15]([N:24]([CH2:28][CH:29]2[CH2:31][CH2:30]2)[CH2:25][CH2:26][CH3:27])=[N:16][C:17]2[C:22]([CH:23]=1)=[CH:21][CH:20]=[CH:19][CH:18]=2)[C:8]1[N:9]=[N:10][NH:11][N:12]=1.O[CH2:42][C:43]([CH3:49])([CH3:48])[C:44]([O:46][CH3:47])=[O:45].C1(P(C2C=CC=CC=2)C2C=CC=CC=2)C=CC=CC=1.N(C(OCC)=O)=NC(OCC)=O. (3) Reactant: C([O:3][C:4](=[O:46])[C:5]([CH3:45])([O:34][C:35]1[CH:40]=[CH:39][C:38]([C:41]([F:44])([F:43])[F:42])=[CH:37][CH:36]=1)[CH2:6][C:7]1[CH:12]=[CH:11][CH:10]=[C:9]([O:13][CH2:14][CH2:15][CH:16]2[CH2:20][N:19]([CH2:21][C:22]3[CH:27]=[CH:26][C:25]([C:28]([F:31])([F:30])[F:29])=[CH:24][CH:23]=3)[C:18](=[O:32])[N:17]2[CH3:33])[CH:8]=1)C.[OH-].[Na+]. Product: [CH3:45][C:5]([O:34][C:35]1[CH:36]=[CH:37][C:38]([C:41]([F:43])([F:42])[F:44])=[CH:39][CH:40]=1)([CH2:6][C:7]1[CH:12]=[CH:11][CH:10]=[C:9]([O:13][CH2:14][CH2:15][CH:16]2[CH2:20][N:19]([CH2:21][C:22]3[CH:27]=[CH:26][C:25]([C:28]([F:29])([F:30])[F:31])=[CH:24][CH:23]=3)[C:18](=[O:32])[N:17]2[CH3:33])[CH:8]=1)[C:4]([OH:46])=[O:3]. The catalyst class is: 8. (4) Reactant: Br[C:2]1[N:3]([CH2:21][C:22](=[O:24])[CH3:23])[C:4]2[C:9]([C:10]=1[CH:11]1[CH2:16][CH2:15][CH2:14][CH2:13][CH2:12]1)=[CH:8][CH:7]=[C:6]([C:17]([O:19][CH3:20])=[O:18])[CH:5]=2.[CH3:25][C:26]1[CH:27]=[CH:28][C:29](B2OC(C)(C)C(C)(C)O2)=[C:30]([NH2:32])[CH:31]=1.C(=O)([O-])O.[Na+]. Product: [NH2:32][C:30]1[CH:31]=[C:26]([CH3:25])[CH:27]=[CH:28][C:29]=1[C:2]1[N:3]([CH2:21][C:22](=[O:24])[CH3:23])[C:4]2[C:9]([C:10]=1[CH:11]1[CH2:16][CH2:15][CH2:14][CH2:13][CH2:12]1)=[CH:8][CH:7]=[C:6]([C:17]([O:19][CH3:20])=[O:18])[CH:5]=2. The catalyst class is: 108. (5) Product: [NH:15]=[C:14]([S:16][CH2:18][C:19]1[CH:28]=[CH:27][C:26]2[C:21](=[CH:22][CH:23]=[CH:24][CH:25]=2)[CH:20]=1)[CH:11]1[CH2:12][CH2:13][N:8]([C:6]([O:5][C:1]([CH3:4])([CH3:2])[CH3:3])=[O:7])[CH2:9][CH2:10]1. Reactant: [C:1]([O:5][C:6]([N:8]1[CH2:13][CH2:12][CH:11]([C:14](=[S:16])[NH2:15])[CH2:10][CH2:9]1)=[O:7])([CH3:4])([CH3:3])[CH3:2].Br[CH2:18][C:19]1[CH:28]=[CH:27][C:26]2[C:21](=[CH:22][CH:23]=[CH:24][CH:25]=2)[CH:20]=1. The catalyst class is: 22. (6) Reactant: [Na].[C:2]([O:8][CH2:9][CH3:10])(=[O:7])[CH2:3][C:4]([CH3:6])=[O:5].Br[CH2:12][C:13]([C:15]1[CH:20]=[CH:19][CH:18]=[CH:17][CH:16]=1)=[O:14]. The catalyst class is: 11. Product: [CH2:9]([O:8][C:2](=[O:7])[CH:3]([CH2:12][C:13](=[O:14])[C:15]1[CH:20]=[CH:19][CH:18]=[CH:17][CH:16]=1)[C:4](=[O:5])[CH3:6])[CH3:10].